Predict the reactants needed to synthesize the given product. From a dataset of Full USPTO retrosynthesis dataset with 1.9M reactions from patents (1976-2016). Given the product [F:14][C:5]1[CH:6]=[C:7]([S:10]([CH3:13])(=[O:12])=[O:11])[CH:8]=[CH:9][C:4]=1[O:1][CH3:15], predict the reactants needed to synthesize it. The reactants are: [OH-:1].[K+].F[C:4]1[CH:9]=[CH:8][C:7]([S:10]([CH3:13])(=[O:12])=[O:11])=[CH:6][C:5]=1[F:14].[CH3:15]O.